This data is from Full USPTO retrosynthesis dataset with 1.9M reactions from patents (1976-2016). The task is: Predict the reactants needed to synthesize the given product. (1) Given the product [Cl:7][C:8]1[S:12][C:11]([NH:13][S:14]([C:17]2[CH:22]=[C:21]([F:23])[C:20]([O:37][C:38]3[CH:45]=[CH:44][C:41]([C:42]#[N:43])=[CH:40][C:39]=3[I:46])=[CH:19][C:18]=2[F:25])(=[O:15])=[O:16])=[N:10][CH:9]=1, predict the reactants needed to synthesize it. The reactants are: C(=O)([O-])[O-].[K+].[K+].[Cl:7][C:8]1[S:12][C:11]([N:13](CC2C=CC(OC)=CC=2OC)[S:14]([C:17]2[CH:22]=[C:21]([F:23])[C:20](F)=[CH:19][C:18]=2[F:25])(=[O:16])=[O:15])=[N:10][CH:9]=1.[OH:37][C:38]1[CH:45]=[CH:44][C:41]([C:42]#[N:43])=[CH:40][C:39]=1[I:46]. (2) Given the product [CH:33]1([C:32]2[C:13]([N:8]([C:5]3[CH:6]=[CH:7][C:2]([B:42]4[O:46][C:45]([CH3:48])([CH3:47])[C:44]([CH3:50])([CH3:49])[O:43]4)=[CH:3][C:4]=3[F:36])[S:9]([CH3:12])(=[O:11])=[O:10])=[CH:14][C:15]3[O:19][C:18]([C:20]4[CH:25]=[CH:24][C:23]([F:26])=[CH:22][CH:21]=4)=[C:17]([C:27]([NH:29][CH3:30])=[O:28])[C:16]=3[CH:31]=2)[CH2:34][CH2:35]1, predict the reactants needed to synthesize it. The reactants are: Br[C:2]1[CH:7]=[CH:6][C:5]([N:8]([C:13]2[C:32]([CH:33]3[CH2:35][CH2:34]3)=[CH:31][C:16]3[C:17]([C:27]([NH:29][CH3:30])=[O:28])=[C:18]([C:20]4[CH:25]=[CH:24][C:23]([F:26])=[CH:22][CH:21]=4)[O:19][C:15]=3[CH:14]=2)[S:9]([CH3:12])(=[O:11])=[O:10])=[C:4]([F:36])[CH:3]=1.C([O-])(=O)C.[K+].[B:42]1([B:42]2[O:46][C:45]([CH3:48])([CH3:47])[C:44]([CH3:50])([CH3:49])[O:43]2)[O:46][C:45]([CH3:48])([CH3:47])[C:44]([CH3:50])([CH3:49])[O:43]1. (3) Given the product [O:31]=[C:10]1[NH:9][CH2:13][C@H:12]([CH2:14][CH2:15][CH3:16])[N:11]1[CH2:17][C:18]([NH:20][C:21]1[CH:26]=[C:25]([C:27]([F:30])([F:29])[F:28])[CH:24]=[CH:23][N:22]=1)=[O:19], predict the reactants needed to synthesize it. The reactants are: COC1C=CC([N:9]2[CH2:13][C@H:12]([CH2:14][CH2:15][CH3:16])[N:11]([CH2:17][C:18]([NH:20][C:21]3[CH:26]=[C:25]([C:27]([F:30])([F:29])[F:28])[CH:24]=[CH:23][N:22]=3)=[O:19])[C:10]2=[O:31])=CC=1.[N+]([O-])([O-])=O.[Ce].[NH4+].C(=O)([O-])O.[Na+]. (4) Given the product [F:12][CH:2]([F:1])[C:3]1[N:7]2[CH2:8][CH2:9][NH:10][CH2:11][C:6]2=[N:5][N:4]=1, predict the reactants needed to synthesize it. The reactants are: [F:1][CH:2]([F:12])[C:3]1[N:7]2[CH:8]=[CH:9][N:10]=[CH:11][C:6]2=[N:5][N:4]=1. (5) Given the product [Br:1][C:2]1[CH:7]=[CH:6][C:5]([S:8][C:9]2[CH:17]=[CH:18][CH:19]=[CH:14][N:15]=2)=[CH:4][CH:3]=1, predict the reactants needed to synthesize it. The reactants are: [Br:1][C:2]1[CH:7]=[CH:6][C:5]([S:8][C:9](Cl)(Cl)Cl)=[CH:4][CH:3]=1.Br[C:14]1[CH:19]=[CH:18][CH:17]=C[N:15]=1.